Dataset: Forward reaction prediction with 1.9M reactions from USPTO patents (1976-2016). Task: Predict the product of the given reaction. (1) Given the reactants [Cl:1][C:2]1[CH:7]=[CH:6][C:5]([N:8]2[C@@H:12]([C:13]3[CH:18]=[CH:17][CH:16]=[C:15]([O:19][CH3:20])[CH:14]=3)[C@H:11]([CH2:21][N:22]3[N:26]=[N:25][C:24]([CH2:27][C:28](OCC)=[O:29])=[N:23]3)[O:10][C:9]2=[O:33])=[CH:4][CH:3]=1.[BH4-].[Na+], predict the reaction product. The product is: [Cl:1][C:2]1[CH:3]=[CH:4][C:5]([N:8]2[C@@H:12]([C:13]3[CH:18]=[CH:17][CH:16]=[C:15]([O:19][CH3:20])[CH:14]=3)[C@H:11]([CH2:21][N:22]3[N:26]=[N:25][C:24]([CH2:27][CH2:28][OH:29])=[N:23]3)[O:10][C:9]2=[O:33])=[CH:6][CH:7]=1. (2) Given the reactants [F:1][C:2]([F:36])([F:35])[C:3]1[CH:4]=[C:5]([C:13]([CH3:34])([CH3:33])[C:14]([N:16]([C:18]2[C:19]([C:26]3[CH:31]=[CH:30][CH:29]=[CH:28][C:27]=3[CH3:32])=[CH:20][C:21](Cl)=[N+:22]([O-:24])[CH:23]=2)[CH3:17])=[O:15])[CH:6]=[C:7]([C:9]([F:12])([F:11])[F:10])[CH:8]=1.[CH3:37][N:38]1[CH2:43][CH2:42][NH:41][CH2:40][CH2:39]1, predict the reaction product. The product is: [F:1][C:2]([F:36])([F:35])[C:3]1[CH:4]=[C:5]([C:13]([CH3:34])([CH3:33])[C:14]([N:16]([C:18]2[C:19]([C:26]3[CH:31]=[CH:30][CH:29]=[CH:28][C:27]=3[CH3:32])=[CH:20][C:21]([N:41]3[CH2:42][CH2:43][N:38]([CH3:37])[CH2:39][CH2:40]3)=[N+:22]([O-:24])[CH:23]=2)[CH3:17])=[O:15])[CH:6]=[C:7]([C:9]([F:12])([F:11])[F:10])[CH:8]=1.